This data is from Catalyst prediction with 721,799 reactions and 888 catalyst types from USPTO. The task is: Predict which catalyst facilitates the given reaction. (1) Reactant: [N:1]1[C:10]2[C:5](=[CH:6][CH:7]=[CH:8][CH:9]=2)[CH:4]=[C:3](/[CH:11]=[CH:12]/[C:13]2[CH:22]=[CH:21][C:16]([C:17]([O:19]C)=[O:18])=[CH:15][CH:14]=2)[CH:2]=1.O.[OH-].[Na+].Cl. The catalyst class is: 5. Product: [N:1]1[C:10]2[C:5](=[CH:6][CH:7]=[CH:8][CH:9]=2)[CH:4]=[C:3](/[CH:11]=[CH:12]/[C:13]2[CH:22]=[CH:21][C:16]([C:17]([OH:19])=[O:18])=[CH:15][CH:14]=2)[CH:2]=1. (2) Reactant: Br[C:2]1[S:3][C:4]([CH3:8])=[C:5]([Br:7])[N:6]=1.[CH3:9][S-:10].[Na+]. Product: [Br:7][C:5]1[N:6]=[C:2]([S:10][CH3:9])[S:3][C:4]=1[CH3:8]. The catalyst class is: 14. (3) Reactant: COC1C=C[C:6]([O:11][CH2:12][O:13]C)=C(C=1)C=O.[CH3:15]SCS(C)=O.[OH-:21].[CH2:22]([N+](C)(C)C)[C:23]1[CH:28]=[CH:27][CH:26]=[CH:25][CH:24]=1.[OH2:33]. Product: [OH:21][C:24]1[CH:25]=[CH:26][C:27]([O:33][CH3:15])=[CH:28][C:23]=1[CH2:22][C:12]([O:11][CH3:6])=[O:13]. The catalyst class is: 111. (4) Reactant: [NH2:1][C:2]1[C:7]([F:8])=[CH:6][CH:5]=[CH:4][C:3]=1[OH:9].C1C[O:13][CH2:12]C1. Product: [F:8][C:7]1[C:2]2[NH:1][C:12](=[O:13])[O:9][C:3]=2[CH:4]=[CH:5][CH:6]=1. The catalyst class is: 13. (5) Reactant: [C:1]([O:5][C:6](=[O:24])[NH:7][C:8]1[C:13]([O:14][CH2:15][C:16]2[CH:21]=[CH:20][CH:19]=[C:18]([Cl:22])[CH:17]=2)=[N:12][C:11](Br)=[CH:10][N:9]=1)([CH3:4])([CH3:3])[CH3:2].[CH3:25][C:26]([CH3:29])([O-:28])[CH3:27].[Na+].C1C=CC(P(C2C(C3C(P(C4C=CC=[CH:75][CH:76]=4)C4C=CC=CC=4)=CC=C4C=3C=CC=C4)=C3C(C=CC=C3)=CC=2)C2C=CC=CC=2)=CC=1. Product: [C:26]([O:28][C:6]([N:7]1[CH2:76][CH2:75][N:12]([C:11]2[CH:10]=[N:9][C:8]([NH:7][C:6]([O:5][C:1]([CH3:4])([CH3:3])[CH3:2])=[O:24])=[C:13]([O:14][CH2:15][C:16]3[CH:21]=[CH:20][CH:19]=[C:18]([Cl:22])[CH:17]=3)[N:12]=2)[CH2:13][CH2:8]1)=[O:5])([CH3:29])([CH3:27])[CH3:25]. The catalyst class is: 2.